Dataset: Full USPTO retrosynthesis dataset with 1.9M reactions from patents (1976-2016). Task: Predict the reactants needed to synthesize the given product. (1) Given the product [CH3:22][O:23][C:24]1[CH:29]=[CH:28][CH:27]=[CH:26][C:25]=1[N:30]1[CH2:35][CH2:34][N:33]([CH2:11][CH2:12][CH2:13][CH2:14][O:9][C:6]2[CH:7]=[CH:8][C:3]([CH2:1][NH:2][C:61]([NH2:64])=[NH:60])=[CH:4][CH:5]=2)[CH2:32][CH2:31]1, predict the reactants needed to synthesize it. The reactants are: [C:1]([C:3]1[CH:8]=[CH:7][C:6]([OH:9])=[CH:5][CH:4]=1)#[N:2].Br[CH2:11][CH2:12][CH2:13][CH2:14]Cl.C(=O)([O-])[O-].[K+].[K+].[CH3:22][O:23][C:24]1[CH:29]=[CH:28][CH:27]=[CH:26][C:25]=1[N:30]1[CH2:35][CH2:34][NH:33][CH2:32][CH2:31]1.C(=O)([O-])[O-].[Na+].[Na+].[I-].[K+].[H-].[H-].[H-].[H-].[Li+].[Al+3].[OH-].[Na+].O.C(OC([NH:60][C:61](=[N:64]C(OC(C)(C)C)=O)SC)=O)(C)(C)C. (2) The reactants are: [CH3:1][C:2]1[C:10]([CH3:11])=[CH:9][C:5]2[N:6]=[CH:7][NH:8][C:4]=2[CH:3]=1.[H-].[Na+].I[CH3:15]. Given the product [CH3:15][N:6]1[C:5]2[CH:9]=[C:10]([CH3:11])[C:2]([CH3:1])=[CH:3][C:4]=2[N:8]=[CH:7]1, predict the reactants needed to synthesize it. (3) Given the product [CH3:1][O:2][C:3]1[C:8]2[O:9][CH2:10][CH2:11][O:12][C:7]=2[C:6]([C:13]2([CH:23]=[CH:24][C:25]([O:27][CH2:28][CH3:29])=[O:26])[CH2:14][CH2:15][C:16](=[O:17])[CH2:21][CH2:22]2)=[CH:5][CH:4]=1, predict the reactants needed to synthesize it. The reactants are: [CH3:1][O:2][C:3]1[C:8]2[O:9][CH2:10][CH2:11][O:12][C:7]=2[C:6]([C:13]2([CH:23]=[CH:24][C:25]([O:27][CH2:28][CH3:29])=[O:26])[CH2:22][CH2:21][C:16]3(OCC[O:17]3)[CH2:15][CH2:14]2)=[CH:5][CH:4]=1.Cl.C(=O)(O)[O-].[Na+]. (4) The reactants are: C([O:5][N:6]=[C:7]1[C:16]2[C:11](=[CH:12][CH:13]=[C:14](Br)[CH:15]=2)[O:10][C:9]([C:18]2[N:19]=[CH:20][C:21]3[C:26]([CH:27]=2)=[CH:25][CH:24]=[CH:23][CH:22]=3)=[CH:8]1)(C)(C)C.[CH3:28][NH:29][CH3:30]. Given the product [CH3:28][N:29]([CH3:30])[C:14]1[CH:15]=[C:16]2[C:11](=[CH:12][CH:13]=1)[O:10][C:9]([C:18]1[N:19]=[CH:20][C:21]3[C:26]([CH:27]=1)=[CH:25][CH:24]=[CH:23][CH:22]=3)=[CH:8][C:7]2=[N:6][OH:5], predict the reactants needed to synthesize it. (5) Given the product [CH3:1][O:2][C:3]([C:5]([NH:7][C:8]1[CH:9]=[C:10]([CH:13]=[CH:14][CH:15]=1)[CH:11]=[O:12])=[O:6])=[O:4], predict the reactants needed to synthesize it. The reactants are: [CH3:1][O:2][C:3]([C:5]([NH:7][C:8]1[CH:9]=[C:10]([CH:13]=[CH:14][CH:15]=1)[CH2:11][OH:12])=[O:6])=[O:4].